From a dataset of Peptide-MHC class II binding affinity with 134,281 pairs from IEDB. Regression. Given a peptide amino acid sequence and an MHC pseudo amino acid sequence, predict their binding affinity value. This is MHC class II binding data. (1) The peptide sequence is FPDRASIIRLVGAVL. The MHC is HLA-DQA10201-DQB10202 with pseudo-sequence HLA-DQA10201-DQB10202. The binding affinity (normalized) is 0.192. (2) The peptide sequence is AYTSSDDQISLFDQS. The MHC is DRB1_1501 with pseudo-sequence DRB1_1501. The binding affinity (normalized) is 0.144. (3) The peptide sequence is SGCWYGMEIRPQRHDEK. The MHC is DRB1_0401 with pseudo-sequence DRB1_0401. The binding affinity (normalized) is 0.193. (4) The peptide sequence is ELYYAIYKASPTLAF. The MHC is DRB1_1101 with pseudo-sequence DRB1_1101. The binding affinity (normalized) is 0.745. (5) The peptide sequence is NYLALLVKFVAGDGD. The MHC is HLA-DQA10401-DQB10402 with pseudo-sequence HLA-DQA10401-DQB10402. The binding affinity (normalized) is 0.155. (6) The binding affinity (normalized) is 0.416. The MHC is HLA-DQA10501-DQB10201 with pseudo-sequence HLA-DQA10501-DQB10201. The peptide sequence is LQSLVSQYFQTVADY. (7) The peptide sequence is EKKYFAATQFEPRAA. The MHC is HLA-DPA10103-DPB10401 with pseudo-sequence HLA-DPA10103-DPB10401. The binding affinity (normalized) is 0.838. (8) The peptide sequence is NYELSKKAVIFTPIY. The MHC is DRB1_0802 with pseudo-sequence DRB1_0802. The binding affinity (normalized) is 0.543. (9) The peptide sequence is RMATPLLMRPM. The MHC is H-2-IAk with pseudo-sequence H-2-IAk. The binding affinity (normalized) is 0. (10) The peptide sequence is VWRIDTPDKLTGPFT. The MHC is HLA-DQA10102-DQB10602 with pseudo-sequence HLA-DQA10102-DQB10602. The binding affinity (normalized) is 0.0966.